Dataset: Blood-brain barrier permeability classification from the B3DB database. Task: Regression/Classification. Given a drug SMILES string, predict its absorption, distribution, metabolism, or excretion properties. Task type varies by dataset: regression for continuous measurements (e.g., permeability, clearance, half-life) or binary classification for categorical outcomes (e.g., BBB penetration, CYP inhibition). Dataset: b3db_classification. (1) The result is 0 (does not penetrate BBB). The drug is CC(C)c1cc2c(cc1S(=O)(=O)O)C1(C)CCCC(C)(C(=O)O)C1CC2. (2) The drug is Cc1ccc(N=C2N(C)CCN2C)c(C)c1. The result is 0 (does not penetrate BBB). (3) The result is 0 (does not penetrate BBB). The drug is CC1C(NC(=O)/C(=N/OC(C)(C)C(=O)O)c2csc(N)n2)C(=O)N1S(=O)(=O)O.